From a dataset of Forward reaction prediction with 1.9M reactions from USPTO patents (1976-2016). Predict the product of the given reaction. Given the reactants OCC(CO)O.[CH3:7][N:8]([C:10]1[C:15]2[CH2:16][C@@H:17]3[C:27]([C:28](=[O:29])[C:14]=2[C:13]([OH:39])=[CH:12][CH:11]=1)=[C:26]([OH:30])[C@@:25]1([OH:31])[C@H:19]([C@H:20]([N:36]([CH3:38])[CH3:37])[C:21]([OH:35])=[C:22]([C:32]([NH2:34])=[O:33])[C:23]1=[O:24])[CH2:18]3)[CH3:9].[CH3:40][C:41]1[C:46]2[O:47][C@:48]3([CH3:97])[O:51][CH:52]=[CH:53][C@H:54]([O:95][CH3:96])[C@@H:55]([CH3:94])[C@@H:56]([O:90][C:91]([CH3:93])=[O:92])[C@H:57]([CH3:89])[C@H:58]([OH:88])[C@H:59]([CH3:87])[C@@H:60]([OH:86])[C@@H:61]([CH3:85])[CH:62]=[CH:63][CH:64]=[C:65]([CH3:84])[C:66]([NH:68][C:69]4[C:72](/[CH:75]=[N:76]/[N:77]5[CH2:82][CH2:81][N:80]([CH3:83])[CH2:79][CH2:78]5)=[C:73]([OH:74])[C:44]([C:45]=2[C:49]3=[O:50])=[C:43]([C:70]=4[OH:71])[C:42]=1[OH:98])=[O:67], predict the reaction product. The product is: [CH3:9][N:8]([C:10]1[C:15]2[CH2:16][C@@H:17]3[C:27]([C:28](=[O:29])[C:14]=2[C:13]([OH:39])=[CH:12][CH:11]=1)=[C:26]([OH:30])[C@@:25]1([OH:31])[C@H:19]([C@H:20]([N:36]([CH3:38])[CH3:37])[C:21]([OH:35])=[C:22]([C:32]([NH2:34])=[O:33])[C:23]1=[O:24])[CH2:18]3)[CH3:7].[CH3:40][C:41]1[C:46]2[O:47][C@:48]3([CH3:97])[O:51][CH:52]=[CH:53][C@H:54]([O:95][CH3:96])[C@@H:55]([CH3:94])[C@@H:56]([O:90][C:91]([CH3:93])=[O:92])[C@H:57]([CH3:89])[C@H:58]([OH:88])[C@H:59]([CH3:87])[C@@H:60]([OH:86])[C@@H:61]([CH3:85])[CH:62]=[CH:63][CH:64]=[C:65]([CH3:84])[C:66]([NH:68][C:69]4[C:72](/[CH:75]=[N:76]/[N:77]5[CH2:82][CH2:81][N:80]([CH3:83])[CH2:79][CH2:78]5)=[C:73]([OH:74])[C:44]([C:45]=2[C:49]3=[O:50])=[C:43]([C:70]=4[OH:71])[C:42]=1[OH:98])=[O:67].